This data is from Reaction yield outcomes from USPTO patents with 853,638 reactions. The task is: Predict the reaction yield, written as a fraction of the theoretical maximum amount of product (1.0 means a 100% yield; for example, 0.34 means a 34% yield). (1) The reactants are [S:1]1[C:5]2=[CH:6][N:7]=[CH:8][CH:9]=[C:4]2[CH:3]=[C:2]1[C:10]([O:12]C)=[O:11].[OH-].[Na+].Cl. The catalyst is O. The product is [S:1]1[C:5]2=[CH:6][N:7]=[CH:8][CH:9]=[C:4]2[CH:3]=[C:2]1[C:10]([OH:12])=[O:11]. The yield is 0.880. (2) The product is [CH3:1][C:2]1([CH3:10])[CH2:7][O:6][CH:5]([CH2:8][O:9][C:14]2[CH:19]=[CH:18][N+:17]([O-:20])=[C:16]([CH3:21])[C:15]=2[CH3:22])[O:4][CH2:3]1. The catalyst is CS(C)=O. The reactants are [CH3:1][C:2]1([CH3:10])[CH2:7][O:6][CH:5]([CH2:8][OH:9])[O:4][CH2:3]1.[H-].[Na+].Cl[C:14]1[CH:19]=[CH:18][N+:17]([O-:20])=[C:16]([CH3:21])[C:15]=1[CH3:22]. The yield is 0.846. (3) The reactants are [NH:1](C(OC(C)(C)C)=O)[C@H:2]([C:10]([OH:12])=[O:11])[CH2:3][C:4]1[CH:9]=[CH:8][CH:7]=[CH:6][CH:5]=1. The catalyst is C(OCC)(=O)C. The product is [NH2:1][C@H:2]([C:10]([OH:12])=[O:11])[CH2:3][C:4]1[CH:9]=[CH:8][CH:7]=[CH:6][CH:5]=1. The yield is 0.350. (4) The reactants are [H-].[Na+].[O:3]=[C:4]([CH2:11][CH2:12][CH3:13])[CH2:5][C:6]([O:8][CH2:9][CH3:10])=[O:7].Br[CH2:15][C:16]1[CH:21]=[CH:20][C:19]([C:22]2[C:23]([C:28]#[N:29])=[CH:24][CH:25]=[CH:26][CH:27]=2)=[CH:18][C:17]=1[F:30].Cl. The catalyst is O1CCCC1.C1(C(F)(F)F)C=CC=CC=1. The product is [C:28]([C:23]1[CH:24]=[CH:25][CH:26]=[CH:27][C:22]=1[C:19]1[CH:20]=[CH:21][C:16]([CH2:15][CH:5]([C:4](=[O:3])[CH2:11][CH2:12][CH3:13])[C:6]([O:8][CH2:9][CH3:10])=[O:7])=[C:17]([F:30])[CH:18]=1)#[N:29]. The yield is 0.760. (5) The reactants are [Cl:1][C:2]1[CH:24]=[C:23]([C:25]([F:28])([F:27])[F:26])[CH:22]=[CH:21][C:3]=1[CH2:4][N:5]1[C:9]([CH2:10][CH2:11][C:12]([O:14]CC)=[O:13])=[CH:8][C:7]([O:17][CH:18]([CH3:20])[CH3:19])=[N:6]1.[OH-].[Na+].Cl. The catalyst is O1CCCC1.C(O)C. The product is [Cl:1][C:2]1[CH:24]=[C:23]([C:25]([F:28])([F:26])[F:27])[CH:22]=[CH:21][C:3]=1[CH2:4][N:5]1[C:9]([CH2:10][CH2:11][C:12]([OH:14])=[O:13])=[CH:8][C:7]([O:17][CH:18]([CH3:20])[CH3:19])=[N:6]1. The yield is 0.770. (6) The reactants are [OH-].[K+].O.C(O)C.[F:7][C:8]1[CH:9]=[C:10]([CH:20]=[CH:21][CH:22]=1)[O:11][CH2:12][CH2:13][CH2:14][C:15]([O:17]CC)=[O:16]. The catalyst is C(Cl)Cl. The product is [F:7][C:8]1[CH:9]=[C:10]([CH:20]=[CH:21][CH:22]=1)[O:11][CH2:12][CH2:13][CH2:14][C:15]([OH:17])=[O:16]. The yield is 0.960. (7) The catalyst is O1CCOCC1. The product is [ClH:27].[F:26][C:23]1[CH:24]=[CH:25][C:20]([CH2:19][C:16]2[N:15]=[C:14]([C@H:10]3[CH2:11][CH2:12][CH2:13][NH:8][CH2:9]3)[O:18][N:17]=2)=[CH:21][CH:22]=1. The yield is 1.00. The reactants are C(OC([N:8]1[CH2:13][CH2:12][CH2:11][C@H:10]([C:14]2[O:18][N:17]=[C:16]([CH2:19][C:20]3[CH:25]=[CH:24][C:23]([F:26])=[CH:22][CH:21]=3)[N:15]=2)[CH2:9]1)=O)(C)(C)C.[ClH:27]. (8) The reactants are [OH:1][CH:2]([C:33]([CH3:36])([CH3:35])[CH3:34])[CH2:3][N:4]1[C:9](=[O:10])[C:8]([CH2:11][C:12]2[CH:17]=[CH:16][C:15]([C:18]3[C:19]([C:24]#[N:25])=[CH:20][CH:21]=[CH:22][CH:23]=3)=[CH:14][CH:13]=2)=[C:7]([CH2:26][CH2:27][CH3:28])[N:6]2[N:29]=[C:30]([CH3:32])[N:31]=[C:5]12.N1C(C)=CC=CC=1C.O1CCCC1.FC(F)(F)S(O[Si:56]([C:59]([CH3:62])([CH3:61])[CH3:60])([CH3:58])[CH3:57])(=O)=O. The catalyst is C(OCC)(=O)C. The product is [Si:56]([O:1][CH:2]([C:33]([CH3:35])([CH3:34])[CH3:36])[CH2:3][N:4]1[C:9](=[O:10])[C:8]([CH2:11][C:12]2[CH:13]=[CH:14][C:15]([C:18]3[C:19]([C:24]#[N:25])=[CH:20][CH:21]=[CH:22][CH:23]=3)=[CH:16][CH:17]=2)=[C:7]([CH2:26][CH2:27][CH3:28])[N:6]2[N:29]=[C:30]([CH3:32])[N:31]=[C:5]12)([C:59]([CH3:62])([CH3:61])[CH3:60])([CH3:58])[CH3:57]. The yield is 0.810. (9) The reactants are Cl[C:2]1C=C(C=CC=1Cl)CC1CC2CCC1C[NH:9]2.C[N:19]1[C:23](C)=[C:22](C=[O:26])[C:21](=[O:27])N1C1C=CC=CC=1.[BH-]([O:43][C:44]([CH3:46])=[O:45])([O:43][C:44]([CH3:46])=[O:45])[O:43][C:44]([CH3:46])=[O:45].[Na+].Cl[CH2:49][CH2:50]Cl. No catalyst specified. The product is [NH4+:9].[OH-:26].[CH3:2][O:43][C:44](=[O:45])[C:46]1[CH:50]=[CH:49][C:23]([NH2:19])=[CH:22][C:21]=1[OH:27]. The yield is 0.100. (10) The reactants are [CH:1]12[CH2:7][CH:4]([CH:5]=[CH:6]1)[CH2:3][CH:2]2[C:8]1([CH3:24])[NH:12][C:11](=[O:13])[N:10]([CH2:14][C:15](=[O:22])[C:16]2[CH:21]=[CH:20][CH:19]=[CH:18][CH:17]=2)[C:9]1=[O:23].[CH3:25]I. No catalyst specified. The product is [C@H:1]12[CH2:7][C@H:4]([CH:5]=[CH:6]1)[CH2:3][CH:2]2[C:8]1([CH3:24])[N:12]([CH3:25])[C:11](=[O:13])[N:10]([CH2:14][C:15](=[O:22])[C:16]2[CH:17]=[CH:18][CH:19]=[CH:20][CH:21]=2)[C:9]1=[O:23]. The yield is 0.390.